From a dataset of Forward reaction prediction with 1.9M reactions from USPTO patents (1976-2016). Predict the product of the given reaction. (1) Given the reactants [CH2:1]([CH:4]1[CH2:9][CH2:8][CH:7]([CH:10]2[CH2:22][C:12]3([CH2:15][C:14](=C4SCCCS4)[CH2:13]3)[CH2:11]2)[CH2:6][CH2:5]1)[CH2:2][CH3:3].[F:23][C:24]([F:30])(F)S(O)(=O)=O.C(N(CC)CC)C.[F:38][C:39]1[CH:44]=[CH:43][C:42]([OH:45])=[C:41](F)[C:40]=1[F:47].[FH:48].F.F.C(N(CC)CC)C.[OH-].[Na+].S([O-])(O)=O, predict the reaction product. The product is: [F:23][C:24]([F:30])([O:45][C:42]1[CH:43]=[C:44]([F:48])[C:39]([F:38])=[C:40]([F:47])[CH:41]=1)[CH:14]1[CH2:15][C:12]2([CH2:11][CH:10]([CH:7]3[CH2:8][CH2:9][CH:4]([CH2:1][CH2:2][CH3:3])[CH2:5][CH2:6]3)[CH2:22]2)[CH2:13]1. (2) Given the reactants [NH2:1][C:2]1[CH:7]=[CH:6][C:5]([CH3:8])=[CH:4][N:3]=1.[I:9][C:10]1[CH:19]=[CH:18][C:13]([C:14](=O)[CH2:15]Br)=[CH:12][CH:11]=1, predict the reaction product. The product is: [I:9][C:10]1[CH:19]=[CH:18][C:13]([C:14]2[N:1]=[C:2]3[CH:7]=[CH:6][C:5]([CH3:8])=[CH:4][N:3]3[CH:15]=2)=[CH:12][CH:11]=1. (3) Given the reactants O=[CH:2][CH2:3][O:4][CH2:5][CH2:6][C:7]([O:9][C:10]([CH3:13])([CH3:12])[CH3:11])=[O:8].[NH2:14][C:15]1[CH:20]=[CH:19][C:18]([C:21]([N:23]([CH3:36])[CH2:24][CH2:25][CH2:26][N:27]([CH3:35])[C:28](=[O:34])[O:29][C:30]([CH3:33])([CH3:32])[CH3:31])=[O:22])=[CH:17][CH:16]=1, predict the reaction product. The product is: [C:30]([O:29][C:28]([N:27]([CH3:35])[CH2:26][CH2:25][CH2:24][N:23]([CH3:36])[C:21]([C:18]1[CH:19]=[CH:20][C:15]([NH:14][CH2:2][CH2:3][O:4][CH2:5][CH2:6][C:7]([O:9][C:10]([CH3:11])([CH3:12])[CH3:13])=[O:8])=[CH:16][CH:17]=1)=[O:22])=[O:34])([CH3:32])([CH3:31])[CH3:33]. (4) Given the reactants C(O[BH-](OC(=O)C)OC(=O)C)(=O)C.[Na+].[F:15][C:16]([F:51])([F:50])[C:17]1[CH:18]=[C:19]([CH:43]=[C:44]([C:46]([F:49])([F:48])[F:47])[CH:45]=1)[C:20]([N:22]1[CH2:27][CH2:26][NH:25][CH2:24][C@H:23]1[CH2:28][C:29]1[CH:34]=[CH:33][C:32]([CH3:35])=[C:31]([O:36][CH2:37][O:38][CH2:39][CH2:40][O:41][CH3:42])[CH:30]=1)=[O:21].[CH3:52][N:53]1[CH:57]=[C:56]([CH:58]=O)[CH:55]=[N:54]1, predict the reaction product. The product is: [F:51][C:16]([F:15])([F:50])[C:17]1[CH:18]=[C:19]([CH:43]=[C:44]([C:46]([F:47])([F:48])[F:49])[CH:45]=1)[C:20]([N:22]1[CH2:27][CH2:26][N:25]([CH2:58][C:56]2[CH:55]=[N:54][N:53]([CH3:52])[CH:57]=2)[CH2:24][C@H:23]1[CH2:28][C:29]1[CH:34]=[CH:33][C:32]([CH3:35])=[C:31]([O:36][CH2:37][O:38][CH2:39][CH2:40][O:41][CH3:42])[CH:30]=1)=[O:21]. (5) Given the reactants [CH2:1]([O:8][C:9](=[O:31])[C@@H:10]([NH:18][C:19](=[O:30])[C@@H:20]([NH:22]C(OC(C)(C)C)=O)[CH3:21])[CH2:11][C:12]1[CH:17]=[CH:16][CH:15]=[CH:14][CH:13]=1)[C:2]1[CH:7]=[CH:6][CH:5]=[CH:4][CH:3]=1.FC(F)(F)C(O)=O.C(N(CC)C(C)C)(C)C.[CH3:48][N:49]1[C:57]2[C:52](=[CH:53][CH:54]=[CH:55][CH:56]=2)[CH:51]=[C:50]1[C:58]([OH:60])=O.CN(C(ON1N=NC2C=CC=NC1=2)=[N+](C)C)C.F[P-](F)(F)(F)(F)F, predict the reaction product. The product is: [CH2:1]([O:8][C:9](=[O:31])[C@@H:10]([NH:18][C:19](=[O:30])[C@@H:20]([NH:22][C:58]([C:50]1[N:49]([CH3:48])[C:57]2[C:52]([CH:51]=1)=[CH:53][CH:54]=[CH:55][CH:56]=2)=[O:60])[CH3:21])[CH2:11][C:12]1[CH:13]=[CH:14][CH:15]=[CH:16][CH:17]=1)[C:2]1[CH:3]=[CH:4][CH:5]=[CH:6][CH:7]=1.